Task: Predict the product of the given reaction.. Dataset: Forward reaction prediction with 1.9M reactions from USPTO patents (1976-2016) (1) Given the reactants [Cl:1][C:2]1[CH:7]=[CH:6][C:5]([C:8]2[N:9]=[C:10]([C:21]#[N:22])[S:11][C:12]=2[C:13]2[CH:18]=[CH:17][C:16]([Cl:19])=[CH:15][C:14]=2[CH3:20])=[C:4]([CH3:23])[CH:3]=1.[N-:24]=[N+:25]=[N-:26].[Na+], predict the reaction product. The product is: [Cl:1][C:2]1[CH:7]=[CH:6][C:5]([C:8]2[N:9]=[C:10]([C:21]3[NH:26][N:25]=[N:24][N:22]=3)[S:11][C:12]=2[C:13]2[CH:18]=[CH:17][C:16]([Cl:19])=[CH:15][C:14]=2[CH3:20])=[C:4]([CH3:23])[CH:3]=1. (2) Given the reactants [CH2:1]([CH:8]1[CH2:13][CH2:12][NH:11][CH2:10][CH2:9]1)[C:2]1[CH:7]=[CH:6][CH:5]=[CH:4][CH:3]=1.[C:14]([C:18]1[CH:23]=[CH:22][C:21]([C:24](=[O:29])[CH2:25][CH2:26][CH2:27]Cl)=[CH:20][CH:19]=1)([CH3:17])([CH3:16])[CH3:15].C(#N)C, predict the reaction product. The product is: [CH2:1]([CH:8]1[CH2:13][CH2:12][N:11]([CH2:27][CH2:26][CH2:25][C:24]([C:21]2[CH:20]=[CH:19][C:18]([C:14]([CH3:15])([CH3:17])[CH3:16])=[CH:23][CH:22]=2)=[O:29])[CH2:10][CH2:9]1)[C:2]1[CH:7]=[CH:6][CH:5]=[CH:4][CH:3]=1. (3) Given the reactants [Cl:1][C:2]1[CH:11]=[C:10]([Cl:12])[CH:9]=[CH:8][C:3]=1[C:4](=[O:7])[CH2:5]Cl.[NH:13]1[CH2:18][CH2:17][O:16][CH2:15][CH2:14]1, predict the reaction product. The product is: [Cl:1][C:2]1[CH:11]=[C:10]([Cl:12])[CH:9]=[CH:8][C:3]=1[C:4](=[O:7])[CH2:5][N:13]1[CH2:18][CH2:17][O:16][CH2:15][CH2:14]1. (4) Given the reactants C(OC([NH:8][C:9]([N:11](C(OC(C)(C)C)=O)[CH2:12][CH2:13][CH2:14][CH2:15][NH:16][C:17]1[N:22]2[N:23]=[C:24]([C:38]3[CH:43]=[CH:42][C:41]([O:44][CH3:45])=[CH:40][CH:39]=3)[C:25]([C:26]3[CH:31]=[CH:30][N:29]=[C:28]([NH:32][CH:33]4[CH2:37][CH2:36][CH2:35][CH2:34]4)[N:27]=3)=[C:21]2[CH:20]=[CH:19][CH:18]=1)=[NH:10])=O)(C)(C)C.FC(F)(F)C(O)=O, predict the reaction product. The product is: [CH:33]1([NH:32][C:28]2[N:27]=[C:26]([C:25]3[C:24]([C:38]4[CH:39]=[CH:40][C:41]([O:44][CH3:45])=[CH:42][CH:43]=4)=[N:23][N:22]4[C:17]([NH:16][CH2:15][CH2:14][CH2:13][CH2:12][NH:11][C:9]([NH2:10])=[NH:8])=[CH:18][CH:19]=[CH:20][C:21]=34)[CH:31]=[CH:30][N:29]=2)[CH2:37][CH2:36][CH2:35][CH2:34]1. (5) Given the reactants [F:1][C:2]1[CH:7]=[C:6](B2OC(C)(C)C(C)(C)O2)[CH:5]=[CH:4][C:3]=1[C:17]1[N:18]=[CH:19][C:20]([NH2:23])=[N:21][CH:22]=1.Br[C:25]1[CH:30]=[CH:29][CH:28]=[CH:27][C:26]=1[N:31]1[CH2:35][CH2:34][NH:33][C:32]1=[O:36], predict the reaction product. The product is: [NH2:23][C:20]1[N:21]=[CH:22][C:17]([C:3]2[CH:4]=[CH:5][C:6]([C:25]3[CH:30]=[CH:29][CH:28]=[CH:27][C:26]=3[N:31]3[CH2:35][CH2:34][NH:33][C:32]3=[O:36])=[CH:7][C:2]=2[F:1])=[N:18][CH:19]=1. (6) Given the reactants [CH3:1][C:2]1([C:20]2[CH:21]=[C:22]([NH:26][S:27]([CH3:30])(=[O:29])=[O:28])[CH:23]=[CH:24][CH:25]=2)[CH:7]2[CH:3]1[CH2:4][N:5]([C:8](=O)[CH2:9][C:10]([CH3:18])([C:12]1[CH:17]=[CH:16][CH:15]=[CH:14][CH:13]=1)[CH3:11])[CH2:6]2.[H-].[Al+3].[Li+].[H-].[H-].[H-].O.C(=O)([O-])O.[Na+], predict the reaction product. The product is: [CH3:1][C:2]1([C:20]2[CH:21]=[C:22]([NH:26][S:27]([CH3:30])(=[O:28])=[O:29])[CH:23]=[CH:24][CH:25]=2)[CH:7]2[CH:3]1[CH2:4][N:5]([CH2:8][CH2:9][C:10]([CH3:11])([C:12]1[CH:17]=[CH:16][CH:15]=[CH:14][CH:13]=1)[CH3:18])[CH2:6]2. (7) The product is: [Br:1][C:2]1[CH:3]=[C:4]([CH2:8][OH:9])[S:5][C:6]=1[CH3:7]. Given the reactants [Br:1][C:2]1[CH:3]=[C:4]([CH:8]=[O:9])[S:5][C:6]=1[CH3:7].[BH4-].[Na+].[Cl-].[NH4+], predict the reaction product. (8) The product is: [CH3:1][O:2][C:3]1[CH:4]=[C:5]2[C:9](=[CH:10][CH:11]=1)[NH:8][CH:7]=[C:6]2[CH2:25][CH2:24][C:23]([OH:27])=[O:26]. Given the reactants [CH3:1][O:2][C:3]1[CH:4]=[C:5]2[C:9](=[CH:10][CH:11]=1)[NH:8][CH:7]=[CH:6]2.C(O)(=O)C.C(OC(=O)C)(=O)C.[C:23]([OH:27])(=[O:26])[CH:24]=[CH2:25], predict the reaction product. (9) Given the reactants [CH:1]([C:3]1[NH:4][C:5]([CH3:11])=[CH:6][C:7]=1[C:8]([OH:10])=O)=[O:2].[NH2:12][CH2:13][CH2:14][N:15]1[CH2:19][CH2:18][CH2:17][CH2:16]1, predict the reaction product. The product is: [N:15]1([CH2:14][CH2:13][NH:12][C:8]([C:7]2[CH:6]=[C:5]([CH3:11])[NH:4][C:3]=2[CH:1]=[O:2])=[O:10])[CH2:19][CH2:18][CH2:17][CH2:16]1. (10) Given the reactants [CH2:1]([O:8][C:9]1[C:10]([CH3:23])=[N:11][C:12]([N:16]2[C:20]([CH3:21])=[CH:19][CH:18]=[C:17]2[CH3:22])=[N:13][C:14]=1[CH3:15])[C:2]1[CH:7]=[CH:6][CH:5]=[CH:4][CH:3]=1.Br[CH2:25][CH2:26][CH2:27][CH3:28].[Li]CCCC, predict the reaction product. The product is: [CH2:1]([O:8][C:9]1[C:14]([CH3:15])=[N:13][C:12]([N:16]2[C:20]([CH3:21])=[CH:19][CH:18]=[C:17]2[CH3:22])=[N:11][C:10]=1[CH2:23][CH2:25][CH2:26][CH2:27][CH3:28])[C:2]1[CH:7]=[CH:6][CH:5]=[CH:4][CH:3]=1.